This data is from Forward reaction prediction with 1.9M reactions from USPTO patents (1976-2016). The task is: Predict the product of the given reaction. (1) Given the reactants C1(S([N:10]2[C:14]3=[N:15][CH:16]=[CH:17][CH:18]=[C:13]3[CH:12]=[C:11]2[C:19]([C:26]2[CH:31]=[CH:30][C:29]([C:32]([OH:37])([CH2:35][CH3:36])[CH2:33][CH3:34])=[CH:28][CH:27]=2)=[CH:20][CH:21]2[CH2:25][CH2:24][CH2:23][CH2:22]2)(=O)=O)C=CC=CC=1.[OH-].[Na+], predict the reaction product. The product is: [CH:21]1([CH:20]=[C:19]([C:26]2[CH:27]=[CH:28][C:29]([C:32]([OH:37])([CH2:35][CH3:36])[CH2:33][CH3:34])=[CH:30][CH:31]=2)[C:11]2[NH:10][C:14]3=[N:15][CH:16]=[CH:17][CH:18]=[C:13]3[CH:12]=2)[CH2:25][CH2:24][CH2:23][CH2:22]1. (2) Given the reactants C(O[BH-](OC(=O)C)OC(=O)C)(=O)C.[Na+].[C:15]1([C@H:21]([NH2:23])[CH3:22])[CH:20]=[CH:19][CH:18]=[CH:17][CH:16]=1.[Cl:24][C:25]1[C:33]2[C:28](=[CH:29][C:30]([N+:36]([O-:38])=[O:37])=[C:31]([CH:34]=O)[CH:32]=2)[N:27]([C:39]([C:52]2[CH:57]=[CH:56][CH:55]=[CH:54][CH:53]=2)([C:46]2[CH:51]=[CH:50][CH:49]=[CH:48][CH:47]=2)[C:40]2[CH:45]=[CH:44][CH:43]=[CH:42][CH:41]=2)[N:26]=1, predict the reaction product. The product is: [Cl:24][C:25]1[C:33]2[C:28](=[CH:29][C:30]([N+:36]([O-:38])=[O:37])=[C:31]([CH2:34][NH:23][C@@H:21]([C:15]3[CH:20]=[CH:19][CH:18]=[CH:17][CH:16]=3)[CH3:22])[CH:32]=2)[N:27]([C:39]([C:52]2[CH:57]=[CH:56][CH:55]=[CH:54][CH:53]=2)([C:46]2[CH:51]=[CH:50][CH:49]=[CH:48][CH:47]=2)[C:40]2[CH:45]=[CH:44][CH:43]=[CH:42][CH:41]=2)[N:26]=1. (3) The product is: [CH2:20]([N:14]1[C:6]2[C:5](=[CH:10][CH:9]=[C:8]([N+:11]([O-:13])=[O:12])[CH:7]=2)[C:1]([I:34])=[CH:2]1)[CH3:21]. Given the reactants [C:1]([C:5]1[CH:10]=[CH:9][C:8]([N+:11]([O-:13])=[O:12])=[CH:7][C:6]=1[NH2:14])#[C:2]CC.FC(F)(F)C(O[C:20](=O)[C:21](F)(F)F)=O.C(=O)([O-])[O-].[K+].[K+].[I:34]I, predict the reaction product. (4) Given the reactants Cl[C:2]([O:4][CH3:5])=[O:3].[Br:6][C:7]1[CH:12]=[CH:11][C:10]([CH2:13][NH2:14])=[C:9]([F:15])[CH:8]=1.C(N(CC)CC)C, predict the reaction product. The product is: [CH3:5][O:4][C:2](=[O:3])[NH:14][CH2:13][C:10]1[CH:11]=[CH:12][C:7]([Br:6])=[CH:8][C:9]=1[F:15]. (5) Given the reactants [NH2:1][C:2]1[S:3][CH:4]=[C:5]([CH2:7][C:8]([O:10][CH2:11][CH3:12])=[O:9])[N:6]=1.[CH3:13][C:14]1[CH:15]=[C:16]([S:20](Cl)(=[O:22])=[O:21])[CH:17]=[CH:18][CH:19]=1, predict the reaction product. The product is: [CH3:13][C:14]1[CH:15]=[C:16]([S:20]([NH:1][C:2]2[S:3][CH:4]=[C:5]([CH2:7][C:8]([O:10][CH2:11][CH3:12])=[O:9])[N:6]=2)(=[O:22])=[O:21])[CH:17]=[CH:18][CH:19]=1.